This data is from Full USPTO retrosynthesis dataset with 1.9M reactions from patents (1976-2016). The task is: Predict the reactants needed to synthesize the given product. (1) Given the product [Br:12][C:13]1[S:14][CH:15]=[C:16]([CH2:18][O:1]/[N:2]=[C:3](/[C:6]2[CH:11]=[CH:10][CH:9]=[CH:8][CH:7]=2)\[C:4]#[N:5])[N:17]=1, predict the reactants needed to synthesize it. The reactants are: [OH:1]/[N:2]=[C:3](/[C:6]1[CH:11]=[CH:10][CH:9]=[CH:8][CH:7]=1)\[C:4]#[N:5].[Br:12][C:13]1[S:14][CH:15]=[C:16]([CH2:18]Br)[N:17]=1.[I-].[K+].C(=O)([O-])[O-].[Cs+].[Cs+]. (2) Given the product [OH:17][CH2:16][C:11]1([C:19]2[CH:20]=[CH:21][CH:22]=[CH:23][CH:24]=2)[CH2:12][CH:13]2[N:8]([C:6]([O:5][C:1]([CH3:4])([CH3:2])[CH3:3])=[O:7])[CH:9]([CH2:15][CH2:14]2)[CH2:10]1, predict the reactants needed to synthesize it. The reactants are: [C:1]([O:5][C:6]([N:8]1[CH:13]2[CH2:14][CH2:15][CH:9]1[CH2:10][C:11]([C:19]1[CH:24]=[CH:23][CH:22]=[CH:21][CH:20]=1)([C:16](O)=[O:17])[CH2:12]2)=[O:7])([CH3:4])([CH3:3])[CH3:2].B.B.C1COCC1.B.CO. (3) Given the product [Cl:2][C:3]1[CH:11]=[CH:10][CH:9]=[C:8]2[C:4]=1[CH2:5][N:6]([C:12]([O:14][C@H:15]1[CH2:32][N:31]3[C@H:17]([C:18](=[O:45])[NH:19][C@:20]4([C:36](=[O:44])[NH:37][S:38]([CH:41]5[CH2:42][CH2:43]5)(=[O:39])=[O:40])[CH2:35][C@H:21]4[CH:22]=[CH:23][CH2:24][O:25][CH2:26][CH2:27][CH2:28][C@H:29]([NH:34][C:58]([NH2:53])=[S:59])[C:30]3=[O:33])[CH2:16]1)=[O:13])[CH2:7]2, predict the reactants needed to synthesize it. The reactants are: Cl.[Cl:2][C:3]1[CH:11]=[CH:10][CH:9]=[C:8]2[C:4]=1[CH2:5][N:6]([C:12]([O:14][C@H:15]1[CH2:32][N:31]3[C@H:17]([C:18](=[O:45])[NH:19][C@:20]4([C:36](=[O:44])[NH:37][S:38]([CH:41]5[CH2:43][CH2:42]5)(=[O:40])=[O:39])[CH2:35][C@H:21]4[CH:22]=[CH:23][CH2:24][O:25][CH2:26][CH2:27][CH2:28][C@H:29]([NH2:34])[C:30]3=[O:33])[CH2:16]1)=[O:13])[CH2:7]2.C(N(CC)CC)C.[N:53]1([C:58](N2C=CN=C2)=[S:59])C=CN=C1.N.S([O-])(O)(=O)=O.[K+].